This data is from Full USPTO retrosynthesis dataset with 1.9M reactions from patents (1976-2016). The task is: Predict the reactants needed to synthesize the given product. (1) Given the product [NH2:44][CH2:48][CH2:49][CH2:50][CH2:37][CH2:38][NH:34][C:35]([C:22]1[C:16]2[N:15]=[C:14]([CH2:13][N:2]([CH3:1])[CH:3]3[C:12]4[N:11]=[CH:10][CH:9]=[CH:8][C:7]=4[CH2:6][CH2:5][CH2:4]3)[NH:18][C:17]=2[CH:19]=[CH:20][CH:21]=1)=[O:39], predict the reactants needed to synthesize it. The reactants are: [CH3:1][N:2]([CH2:13][C:14]1[NH:18][C:17]2[CH:19]=[CH:20][CH:21]=[C:22](C(O)=O)[C:16]=2[N:15]=1)[CH:3]1[C:12]2[N:11]=[CH:10][CH:9]=[CH:8][C:7]=2[CH2:6][CH2:5][CH2:4]1.[O:39]=[C:35]1[N:34](P(Cl)([N:34]2[CH2:38][CH2:37]O[C:35]2=[O:39])=O)[CH2:38][CH2:37]O1.C([N:44]([CH2:48][CH3:49])C(C)C)(C)C.[C:50](#N)C. (2) Given the product [C:1]([O:5][C:6](=[O:27])[NH:7][C@@H:8]1[CH2:13][CH2:12][C@H:11]([NH:14][C:15]([O:17][CH2:18][C:19]2[CH:20]=[CH:21][CH:22]=[CH:23][CH:24]=2)=[O:16])[C@H:10]([CH2:25][O:26][CH3:29])[CH2:9]1)([CH3:4])([CH3:2])[CH3:3], predict the reactants needed to synthesize it. The reactants are: [C:1]([O:5][C:6](=[O:27])[NH:7][C@@H:8]1[CH2:13][CH2:12][C@H:11]([NH:14][C:15]([O:17][CH2:18][C:19]2[CH:24]=[CH:23][CH:22]=[CH:21][CH:20]=2)=[O:16])[C@H:10]([CH2:25][OH:26])[CH2:9]1)([CH3:4])([CH3:3])[CH3:2].I[CH3:29]. (3) The reactants are: [OH:1][C@@H:2]([CH3:6])[C:3]([NH2:5])=[O:4].[H-].[Na+].[O:9]1[C:13]2[CH:14]=[CH:15][CH:16]=[CH:17][C:12]=2[CH:11]=[C:10]1[C:18]1[N:22]2[N:23]=[C:24](Cl)[CH:25]=[CH:26][C:21]2=[N:20][CH:19]=1. Given the product [O:9]1[C:13]2[CH:14]=[CH:15][CH:16]=[CH:17][C:12]=2[CH:11]=[C:10]1[C:18]1[N:22]2[N:23]=[C:24]([NH:5][C:3](=[O:4])[C@@H:2]([OH:1])[CH3:6])[CH:25]=[CH:26][C:21]2=[N:20][CH:19]=1, predict the reactants needed to synthesize it.